Dataset: Forward reaction prediction with 1.9M reactions from USPTO patents (1976-2016). Task: Predict the product of the given reaction. (1) The product is: [NH2:12][C@@H:3]([C@@H:2]([OH:1])[CH3:20])[C:4]([N:6]([CH2:8][CH:9]([CH3:10])[CH3:11])[CH3:7])=[O:5]. Given the reactants [OH:1][C@@H:2]([CH3:20])[C@H:3]([NH:12]C(=O)OC(C)(C)C)[C:4]([N:6]([CH2:8][CH:9]([CH3:11])[CH3:10])[CH3:7])=[O:5].FC(F)(F)C(O)=O, predict the reaction product. (2) The product is: [OH:19][CH2:18][C@@H:14]1[CH2:15][CH2:16][CH2:17][N:13]1[CH:8]=[O:9]. Given the reactants FC(F)C1C([C:8](Cl)=[O:9])=CN(C)N=1.[NH:13]1[CH2:17][CH2:16][CH2:15][C@H:14]1[CH2:18][OH:19].C(N(CC)CC)C, predict the reaction product. (3) Given the reactants [C:1]1([NH:7][NH2:8])[CH:6]=[CH:5][CH:4]=[CH:3][CH:2]=1.[CH2:9]([N:11]1[C:23]2[CH:22]=[CH:21][C:20]([CH:24]=O)=[CH:19][C:18]=2[C:17]2[C:12]1=[CH:13][CH:14]=[CH:15][CH:16]=2)[CH3:10].[CH:26]([OH:29])([CH3:28])[CH3:27], predict the reaction product. The product is: [O:29]1[CH2:28][CH:26]1[CH2:27][N:7]([C:1]1[CH:6]=[CH:5][CH:4]=[CH:3][CH:2]=1)[N:8]=[CH:24][C:20]1[CH:21]=[CH:22][C:23]2[N:11]([CH2:9][CH3:10])[C:12]3[C:17]([C:18]=2[CH:19]=1)=[CH:16][CH:15]=[CH:14][CH:13]=3. (4) Given the reactants [F:1][CH:2]([F:38])[CH2:3][N:4]1[C:9](=[O:10])[C:8]2[C:11]([C:32]3[CH:37]=[CH:36][CH:35]=[CH:34][CH:33]=3)=[C:12]([C:14]3[CH:19]=[CH:18][C:17]([C:20]4([NH:24]C(=O)OC(C)(C)C)[CH2:23][CH2:22][CH2:21]4)=[CH:16][CH:15]=3)[O:13][C:7]=2[N:6]=[CH:5]1, predict the reaction product. The product is: [NH2:24][C:20]1([C:17]2[CH:18]=[CH:19][C:14]([C:12]3[O:13][C:7]4[N:6]=[CH:5][N:4]([CH2:3][CH:2]([F:1])[F:38])[C:9](=[O:10])[C:8]=4[C:11]=3[C:32]3[CH:33]=[CH:34][CH:35]=[CH:36][CH:37]=3)=[CH:15][CH:16]=2)[CH2:23][CH2:22][CH2:21]1.